Dataset: Catalyst prediction with 721,799 reactions and 888 catalyst types from USPTO. Task: Predict which catalyst facilitates the given reaction. (1) Reactant: [CH:1]1[C:6]([CH2:7][C:8]2[CH:13]=[CH:12][C:11]([N:14]3[C:19](=[O:20])[CH:18]=[CH:17][C:15]3=[O:16])=[CH:10][CH:9]=2)=[CH:5][CH:4]=[C:3]([N:21]2[C:26](=[O:27])[CH:25]=[CH:24][C:22]2=[O:23])[CH:2]=1.[NH:28]1[C:35](=[O:36])[CH2:34][C:32](=[O:33])[NH:31][C:29]1=[O:30]. Product: [NH:28]1[C:35](=[O:36])[CH2:34][C:32](=[O:33])[NH:31][C:29]1=[O:30].[CH:5]1[C:6]([CH2:7][C:8]2[CH:9]=[CH:10][C:11]([N:14]3[C:19](=[O:20])[CH:18]=[CH:17][C:15]3=[O:16])=[CH:12][CH:13]=2)=[CH:1][CH:2]=[C:3]([N:21]2[C:22](=[O:23])[CH:24]=[CH:25][C:26]2=[O:27])[CH:4]=1. The catalyst class is: 37. (2) Reactant: CN.C([O:6][C@@H:7]1[C@:11]([CH2:20][CH2:21][O:22][C:23](=[O:25])[CH3:24])([O:12][CH2:13][C:14]2[CH:19]=[CH:18][CH:17]=[CH:16][CH:15]=2)[C@@:10]([CH2:35][O:36][S:37]([C:40]2[CH:45]=[CH:44][C:43]([CH3:46])=[CH:42][CH:41]=2)(=[O:39])=[O:38])([CH2:26][O:27][CH2:28][C:29]2[CH:34]=[CH:33][CH:32]=[CH:31][CH:30]=2)[O:9][C@H:8]1[N:47]1[CH:54]=[C:53]([CH3:55])[C:51](=[O:52])[NH:50][C:48]1=[O:49])(=O)C. Product: [C:23]([O:22][CH2:21][CH2:20][C@@:11]1([O:12][CH2:13][C:14]2[CH:15]=[CH:16][CH:17]=[CH:18][CH:19]=2)[C@@:10]([CH2:35][O:36][S:37]([C:40]2[CH:45]=[CH:44][C:43]([CH3:46])=[CH:42][CH:41]=2)(=[O:39])=[O:38])([CH2:26][O:27][CH2:28][C:29]2[CH:30]=[CH:31][CH:32]=[CH:33][CH:34]=2)[O:9][C@@H:8]([N:47]2[CH:54]=[C:53]([CH3:55])[C:51](=[O:52])[NH:50][C:48]2=[O:49])[C@@H:7]1[OH:6])(=[O:25])[CH3:24]. The catalyst class is: 7.